From a dataset of Peptide-MHC class II binding affinity with 134,281 pairs from IEDB. Regression. Given a peptide amino acid sequence and an MHC pseudo amino acid sequence, predict their binding affinity value. This is MHC class II binding data. (1) The peptide sequence is EAVSLLCSDKQPCNG. The MHC is DRB1_0701 with pseudo-sequence DRB1_0701. The binding affinity (normalized) is 0.0665. (2) The binding affinity (normalized) is 0.631. The MHC is HLA-DQA10501-DQB10301 with pseudo-sequence HLA-DQA10501-DQB10301. The peptide sequence is VYGIFYATSFLDLYR.